Dataset: Full USPTO retrosynthesis dataset with 1.9M reactions from patents (1976-2016). Task: Predict the reactants needed to synthesize the given product. (1) Given the product [Cl:11][C:9]1[C:8]([C:12]2[CH:17]=[CH:16][CH:15]=[CH:14][N:13]=2)=[CH:7][C:6](/[CH:18]=[CH:19]/[C:20]([N:36]2[CH2:35][CH:34]3[N:29]([CH2:28][C:27]4[CH:38]=[CH:39][C:24]([F:23])=[CH:25][CH:26]=4)[CH:30]([CH2:31][O:32][CH2:33]3)[CH2:37]2)=[O:22])=[C:5]([NH:4][C:1](=[O:3])[CH3:2])[CH:10]=1, predict the reactants needed to synthesize it. The reactants are: [C:1]([NH:4][C:5]1[CH:10]=[C:9]([Cl:11])[C:8]([C:12]2[CH:17]=[CH:16][CH:15]=[CH:14][N:13]=2)=[CH:7][C:6]=1/[CH:18]=[CH:19]/[C:20]([OH:22])=O)(=[O:3])[CH3:2].[F:23][C:24]1[CH:39]=[CH:38][C:27]([CH2:28][N:29]2[CH:34]3[CH2:35][NH:36][CH2:37][CH:30]2[CH2:31][O:32][CH2:33]3)=[CH:26][CH:25]=1. (2) Given the product [O:32]1[CH2:33][CH2:34][N:29]([CH2:2][CH2:3][CH2:4][CH2:5][CH2:6][C:7]([NH:9][C:10]2[S:14][C:13]([NH:15][C:16]3[CH:25]=[CH:24][C:23]4[C:18](=[CH:19][CH:20]=[CH:21][CH:22]=4)[CH:17]=3)=[N:12][C:11]=2[C:26]([NH2:28])=[O:27])=[O:8])[CH2:30][CH2:31]1, predict the reactants needed to synthesize it. The reactants are: Br[CH2:2][CH2:3][CH2:4][CH2:5][CH2:6][C:7]([NH:9][C:10]1[S:14][C:13]([NH:15][C:16]2[CH:25]=[CH:24][C:23]3[C:18](=[CH:19][CH:20]=[CH:21][CH:22]=3)[CH:17]=2)=[N:12][C:11]=1[C:26]([NH2:28])=[O:27])=[O:8].[NH:29]1[CH2:34][CH2:33][O:32][CH2:31][CH2:30]1. (3) Given the product [C:25]([O:24][C:22]([N:18]1[CH2:17][CH2:16][C:15]([C:12]2[CH:13]=[CH:14][C:9]([Br:8])=[CH:10][CH:11]=2)([OH:21])[CH2:20][CH2:19]1)=[O:23])([CH3:28])([CH3:27])[CH3:26], predict the reactants needed to synthesize it. The reactants are: C(N(CC)CC)C.[Br:8][C:9]1[CH:14]=[CH:13][C:12]([C:15]2([OH:21])[CH2:20][CH2:19][NH:18][CH2:17][CH2:16]2)=[CH:11][CH:10]=1.[C:22](O[C:22]([O:24][C:25]([CH3:28])([CH3:27])[CH3:26])=[O:23])([O:24][C:25]([CH3:28])([CH3:27])[CH3:26])=[O:23]. (4) Given the product [F:19][C:2]1[C:11]2[C:6](=[CH:7][C:8]([O:12][CH3:13])=[CH:9][CH:10]=2)[C:5]([O:14][CH2:15][CH2:16][O:17][CH3:18])=[CH:4][N:3]=1, predict the reactants needed to synthesize it. The reactants are: Cl[C:2]1[C:11]2[C:6](=[CH:7][C:8]([O:12][CH3:13])=[CH:9][CH:10]=2)[C:5]([O:14][CH2:15][CH2:16][O:17][CH3:18])=[CH:4][N:3]=1.[F-:19].[Cs+].